From a dataset of Reaction yield outcomes from USPTO patents with 853,638 reactions. Predict the reaction yield, written as a fraction of the theoretical maximum amount of product (1.0 means a 100% yield; for example, 0.34 means a 34% yield). (1) The reactants are C1N=CN(C(N2C=[N:11][CH:10]=[CH:9]2)=O)C=1.[K+].[CH2:14]([O:16][C:17](=[O:22])[CH2:18][C:19]([O-:21])=O)[CH3:15].[Mg+2].[Cl-].[Cl-].[CH3:26]COCC.[CH2:31]1[CH2:35][O:34][CH2:33][CH2:32]1. No catalyst specified. The product is [NH2:11][C:10]1[CH:9]=[CH:31][C:32]([C:19](=[O:21])[CH2:18][C:17]([O:16][CH2:14][CH3:15])=[O:22])=[C:33]([O:34][CH3:35])[CH:26]=1. The yield is 0.460. (2) The reactants are BrC1C([N:8]([CH2:23][O:24][CH3:25])[S:9]([C:12]2[CH:17]=[CH:16][C:15](Cl)=[C:14]([C:19]([F:22])([F:21])[F:20])[CH:13]=2)(=[O:11])=[O:10])=CC(C)=CN=1.C([Mg]Cl)(C)C.ClC1C=CC=CC=1C=O. The catalyst is C1COCC1. The product is [CH3:25][O:24][CH2:23][NH:8][S:9]([C:12]1[CH:17]=[CH:16][CH:15]=[C:14]([C:19]([F:22])([F:20])[F:21])[CH:13]=1)(=[O:11])=[O:10]. The yield is 0.480.